From a dataset of Forward reaction prediction with 1.9M reactions from USPTO patents (1976-2016). Predict the product of the given reaction. Given the reactants F[C:2]1[CH:7]=[CH:6][C:5]([C:8]2[O:9][C:10]3[CH:16]=[CH:15][CH:14]=[CH:13][C:11]=3[N:12]=2)=[CH:4][C:3]=1[N+:17]([O-:19])=[O:18].C(=O)([O-])[O-].[K+].[K+].[CH2:26]([NH2:28])[CH3:27].O, predict the reaction product. The product is: [CH2:26]([NH:28][C:2]1[CH:7]=[CH:6][C:5]([C:8]2[O:9][C:10]3[CH:16]=[CH:15][CH:14]=[CH:13][C:11]=3[N:12]=2)=[CH:4][C:3]=1[N+:17]([O-:19])=[O:18])[CH3:27].